Task: Regression. Given a peptide amino acid sequence and an MHC pseudo amino acid sequence, predict their binding affinity value. This is MHC class II binding data.. Dataset: Peptide-MHC class II binding affinity with 134,281 pairs from IEDB The peptide sequence is IHHQHVQDCDESVLT. The MHC is DRB1_0301 with pseudo-sequence DRB1_0301. The binding affinity (normalized) is 0.375.